From a dataset of Catalyst prediction with 721,799 reactions and 888 catalyst types from USPTO. Predict which catalyst facilitates the given reaction. (1) Reactant: [Br:1][C:2]1[CH:3]=[C:4]2[C:8](=[CH:9][CH:10]=1)[NH:7][C:6](=[O:11])[CH2:5]2.[N:12]1([CH2:18][CH2:19][O:20][C:21]2[CH:22]=[C:23]3[C:27](=[CH:28][CH:29]=2)[NH:26][C:25]([CH:30]=O)=[CH:24]3)[CH2:17][CH2:16][O:15][CH2:14][CH2:13]1.N1CCCCC1. Product: [Br:1][C:2]1[CH:3]=[C:4]2[C:8](=[CH:9][CH:10]=1)[NH:7][C:6](=[O:11])[C:5]2=[CH:30][C:25]1[NH:26][C:27]2[C:23]([CH:24]=1)=[CH:22][C:21]([O:20][CH2:19][CH2:18][N:12]1[CH2:17][CH2:16][O:15][CH2:14][CH2:13]1)=[CH:29][CH:28]=2. The catalyst class is: 8. (2) Reactant: [C:1](N1C=CN=C1)([N:3]1[CH:7]=[CH:6][N:5]=[CH:4]1)=[O:2].[CH:13]1([NH:18][C:19]2[CH:24]=[CH:23][C:22]([Cl:25])=[C:21]([Cl:26])[CH:20]=2)[CH2:17][CH2:16][CH2:15][CH2:14]1.NC1[S:29]C=CN=1. Product: [CH:13]1([N:18]([C:19]2[CH:24]=[CH:23][C:22]([Cl:25])=[C:21]([Cl:26])[CH:20]=2)[C:1]([NH:3][C:4]2[S:29][CH:7]=[CH:6][N:5]=2)=[O:2])[CH2:14][CH2:15][CH2:16][CH2:17]1. The catalyst class is: 1. (3) Product: [CH3:27][N:28]1[CH2:29][CH2:30][N:31]([C:34]2[CH:35]=[C:36]3[N:39]=[CH:3][CH:4]=[C:5]([C:7]4[CH:8]=[C:9]([NH:13][C:14](=[O:25])[C:15]5[CH:20]=[CH:19][CH:18]=[C:17]([C:21]([F:24])([F:23])[F:22])[CH:16]=5)[CH:10]=[CH:11][CH:12]=4)[N:37]3[N:38]=2)[CH2:32][CH2:33]1. Reactant: CN(C)[CH:3]=[CH:4][C:5]([C:7]1[CH:8]=[C:9]([NH:13][C:14](=[O:25])[C:15]2[CH:20]=[CH:19][CH:18]=[C:17]([C:21]([F:24])([F:23])[F:22])[CH:16]=2)[CH:10]=[CH:11][CH:12]=1)=O.[CH3:27][N:28]1[CH2:33][CH2:32][N:31]([C:34]2[CH:35]=[C:36]([NH2:39])[NH:37][N:38]=2)[CH2:30][CH2:29]1. The catalyst class is: 15. (4) Reactant: [F:1][C:2]1[CH:10]=[C:9]2[C:5]([C:6]([C:12]3[N:13]=[C:14]4[C:20]([C:21]([OH:23])=O)=[CH:19][N:18]([CH2:24][O:25][CH2:26][CH2:27][Si:28]([CH3:31])([CH3:30])[CH3:29])[C:15]4=[N:16][CH:17]=3)=[N:7][N:8]2[CH3:11])=[CH:4][CH:3]=1.[NH2:32][C@@H:33]([C@H:36]([OH:38])[CH3:37])[CH2:34][OH:35].CN(C(ON1N=NC2C=CC=NC1=2)=[N+](C)C)C.F[P-](F)(F)(F)(F)F.C(N(CC)C(C)C)(C)C. Product: [OH:38][C@H:36]([CH3:37])[C@H:33]([NH:32][C:21]([C:20]1[C:14]2[C:15](=[N:16][CH:17]=[C:12]([C:6]3[C:5]4[C:9](=[CH:10][C:2]([F:1])=[CH:3][CH:4]=4)[N:8]([CH3:11])[N:7]=3)[N:13]=2)[N:18]([CH2:24][O:25][CH2:26][CH2:27][Si:28]([CH3:29])([CH3:31])[CH3:30])[CH:19]=1)=[O:23])[CH2:34][OH:35]. The catalyst class is: 10. (5) Reactant: [CH3:1][O:2][C:3]([C:5]1[C:6]([OH:28])=[C:7]2[C:12](=[CH:13][N:14]=1)[N:11]([CH2:15][CH:16]1[CH2:20][CH2:19][CH2:18][CH2:17]1)[C:10](=[O:21])[C:9]([C:22]1[CH:27]=[CH:26][CH:25]=[CH:24][CH:23]=1)=[CH:8]2)=[O:4].[Br:29]N1C(=O)CCC1=O. Product: [CH3:1][O:2][C:3]([C:5]1[C:6]([OH:28])=[C:7]2[C:12](=[C:13]([Br:29])[N:14]=1)[N:11]([CH2:15][CH:16]1[CH2:17][CH2:18][CH2:19][CH2:20]1)[C:10](=[O:21])[C:9]([C:22]1[CH:27]=[CH:26][CH:25]=[CH:24][CH:23]=1)=[CH:8]2)=[O:4]. The catalyst class is: 2. (6) Reactant: [Br:1][C:2]1[CH:3]=[CH:4][C:5]2[O:14][C:13]3[C:12](=[O:15])[NH:11][C:10]([CH:16]4[CH2:20][CH2:19][NH:18][CH2:17]4)=[N:9][C:8]=3[C:6]=2[CH:7]=1.[CH3:21]N(C=O)C.C=O.C(O[BH-](OC(=O)C)OC(=O)C)(=O)C.[Na+]. The catalyst class is: 15. Product: [Br:1][C:2]1[CH:3]=[CH:4][C:5]2[O:14][C:13]3[C:12](=[O:15])[NH:11][C:10]([CH:16]4[CH2:20][CH2:19][N:18]([CH3:21])[CH2:17]4)=[N:9][C:8]=3[C:6]=2[CH:7]=1. (7) Reactant: [Sm].ICCI.CN(C)P(N(C)C)(N(C)C)=O.[CH3:17][C:18]([Si:21]([CH3:46])([CH3:45])[O:22][C@@H:23]1[CH2:39][C:38]2[C@@:26]([CH3:44])([C@@H:27]3[C@@H:35]([CH2:36][CH:37]=2)[C@H:34]2[C@@:30]([CH3:43])([C@@H:31]([C:40](=[O:42])[CH3:41])[CH2:32][CH2:33]2)[CH2:29][CH2:28]3)[CH2:25][CH2:24]1)([CH3:20])[CH3:19].Br[CH2:48][CH2:49][CH2:50][CH2:51][CH:52]([CH3:54])[CH3:53]. Product: [CH3:20][C:18]([Si:21]([CH3:46])([CH3:45])[O:22][C@@H:23]1[CH2:39][C:38]2[C@@:26]([CH3:44])([C@@H:27]3[C@@H:35]([CH2:36][CH:37]=2)[C@H:34]2[C@@:30]([CH3:43])([C@@H:31]([C@@:40]([OH:42])([CH2:48][CH2:49][CH2:50][CH2:51][CH:52]([CH3:54])[CH3:53])[CH3:41])[CH2:32][CH2:33]2)[CH2:29][CH2:28]3)[CH2:25][CH2:24]1)([CH3:17])[CH3:19]. The catalyst class is: 7.